From a dataset of TCR-epitope binding with 47,182 pairs between 192 epitopes and 23,139 TCRs. Binary Classification. Given a T-cell receptor sequence (or CDR3 region) and an epitope sequence, predict whether binding occurs between them. The epitope is TVYDPLQPELDSFK. The TCR CDR3 sequence is CASSAFAGTGELFF. Result: 0 (the TCR does not bind to the epitope).